The task is: Predict the reaction yield, written as a fraction of the theoretical maximum amount of product (1.0 means a 100% yield; for example, 0.34 means a 34% yield).. This data is from Reaction yield outcomes from USPTO patents with 853,638 reactions. (1) The reactants are [OH-:1].[Na+].F[C:4]1[CH:9]=[CH:8][C:7]([N+:10]([O-:12])=[O:11])=[CH:6][CH:5]=1.O.[C:14]1([CH3:20])[CH:19]=[CH:18]C=C[CH:15]=1. The catalyst is [Cl-].C([N+](CC)(CC)CC)C1C=CC=CC=1. The product is [N:10]1([CH2:7][CH2:6][CH2:5][O:1][C:4]2[CH:9]=[CH:8][C:7]([N+:10]([O-:12])=[O:11])=[CH:6][CH:5]=2)[CH2:18][CH2:19][CH2:14][CH2:20]1.[C:14]([O:1][CH3:4])([CH3:20])([CH3:19])[CH3:15]. The yield is 1.00. (2) The yield is 0.825. The reactants are C1C2C(COC([N:18]3[CH2:23][CH2:22][N:21]([C:24](=[O:60])[C@@H:25]([N:33]([CH2:48][C:49]4[CH:54]=[CH:53][C:52]([CH2:55][CH2:56][CH2:57][CH2:58][CH3:59])=[CH:51][CH:50]=4)[C:34](=[O:47])[CH:35]=[CH:36][C:37]4[CH:42]=[CH:41][C:40]([C:43]([F:46])([F:45])[F:44])=[CH:39][CH:38]=4)[CH2:26][C:27]4[CH:32]=[CH:31][CH:30]=[CH:29][CH:28]=4)[CH2:20][CH2:19]3)=O)C3C(=CC=CC=3)C=2C=CC=1.N1CCCCC1.CCOC(C)=O. The catalyst is CN(C=O)C. The product is [CH2:26]([C@H:25]([N:33]([CH2:48][C:49]1[CH:50]=[CH:51][C:52]([CH2:55][CH2:56][CH2:57][CH2:58][CH3:59])=[CH:53][CH:54]=1)[C:34](=[O:47])[CH:35]=[CH:36][C:37]1[CH:42]=[CH:41][C:40]([C:43]([F:46])([F:45])[F:44])=[CH:39][CH:38]=1)[C:24](=[O:60])[N:21]1[CH2:20][CH2:19][NH:18][CH2:23][CH2:22]1)[C:27]1[CH:32]=[CH:31][CH:30]=[CH:29][CH:28]=1.